From a dataset of Reaction yield outcomes from USPTO patents with 853,638 reactions. Predict the reaction yield, written as a fraction of the theoretical maximum amount of product (1.0 means a 100% yield; for example, 0.34 means a 34% yield). (1) The reactants are S(O[CH2:12][C@H:13]([C@@H:15]([CH2:17]OS(C1C=CC(C)=CC=1)(=O)=O)[OH:16])[OH:14])(C1C=CC(C)=CC=1)(=O)=O.[CH2:29]([NH2:36])[C:30]1[CH:35]=[CH:34][CH:33]=[CH:32][CH:31]=1.C(=O)([O-])O.[Na+]. The catalyst is O1CCOCC1. The product is [CH2:29]([N:36]1[CH2:12][C@@H:13]([OH:14])[C@H:15]([OH:16])[CH2:17]1)[C:30]1[CH:35]=[CH:34][CH:33]=[CH:32][CH:31]=1. The yield is 0.460. (2) The reactants are Cl[CH2:2][CH2:3][CH2:4][S:5]([N:8]1[CH2:13][CH2:12][CH:11]([NH:14][C:15]2[N:20]=[C:19]([C:21]3[N:22]([CH:27]([CH3:29])[CH3:28])[C:23]([CH3:26])=[N:24][CH:25]=3)[CH:18]=[CH:17][N:16]=2)[CH2:10][CH2:9]1)(=[O:7])=[O:6].C([O-])(=[O:32])C.[Na+].[I-].[Na+]. The catalyst is CCO. The product is [CH3:26][C:23]1[N:22]([CH:27]([CH3:29])[CH3:28])[C:21]([C:19]2[CH:18]=[CH:17][N:16]=[C:15]([NH:14][CH:11]3[CH2:12][CH2:13][N:8]([S:5]([CH2:4][CH2:3][CH2:2][OH:32])(=[O:7])=[O:6])[CH2:9][CH2:10]3)[N:20]=2)=[CH:25][N:24]=1. The yield is 0.360. (3) The reactants are [Cl:1][C:2]1[CH:3]=[C:4]([C:15]([O:17][CH3:18])=[O:16])[C:5]2[C:6]([CH3:14])=[CH:7][N:8]([CH:11]([CH3:13])[CH3:12])[C:9]=2[CH:10]=1.C1C(=O)N([Br:26])C(=O)C1.CCOC(C)=O.C(Cl)Cl. The catalyst is CN(C=O)C. The product is [Br:26][C:7]1[N:8]([CH:11]([CH3:12])[CH3:13])[C:9]2[CH:10]=[C:2]([Cl:1])[CH:3]=[C:4]([C:15]([O:17][CH3:18])=[O:16])[C:5]=2[C:6]=1[CH3:14]. The yield is 0.552. (4) The reactants are Br[C:2]1[CH:7]=[CH:6][C:5]([C:8]#[N:9])=[CH:4][N:3]=1.[CH:10]1([NH2:13])[CH2:12][CH2:11]1. No catalyst specified. The product is [CH:10]1([NH:13][C:2]2[CH:7]=[CH:6][C:5]([C:8]#[N:9])=[CH:4][N:3]=2)[CH2:12][CH2:11]1. The yield is 0.810.